Dataset: Reaction yield outcomes from USPTO patents with 853,638 reactions. Task: Predict the reaction yield, written as a fraction of the theoretical maximum amount of product (1.0 means a 100% yield; for example, 0.34 means a 34% yield). (1) The product is [F:52][C:4]1([F:3])[CH2:12][C:11]2[N:10]3[CH2:13][CH2:14][N:15]([C:18]4[C:19]([CH2:20][OH:21])=[C:22]([C:26]5[CH:31]=[C:30]([NH:32][C:33]6[CH:38]=[CH:37][C:36]([N:39]7[CH2:44][CH2:43][N:42]([CH:45]8[CH2:48][O:47][CH2:46]8)[CH2:41][C@@H:40]7[CH3:49])=[CH:35][N:34]=6)[C:29](=[O:50])[N:28]([CH3:51])[CH:27]=5)[CH:23]=[CH:24][N:25]=4)[C:16](=[O:17])[C:9]3=[CH:8][C:7]=2[CH2:6][CH2:5]1. No catalyst specified. The yield is 0.510. The reactants are [BH4-].[Na+].[F:3][C:4]1([F:52])[CH2:12][C:11]2[N:10]3[CH2:13][CH2:14][N:15]([C:18]4[N:25]=[CH:24][CH:23]=[C:22]([C:26]5[CH:31]=[C:30]([NH:32][C:33]6[CH:38]=[CH:37][C:36]([N:39]7[CH2:44][CH2:43][N:42]([CH:45]8[CH2:48][O:47][CH2:46]8)[CH2:41][C@@H:40]7[CH3:49])=[CH:35][N:34]=6)[C:29](=[O:50])[N:28]([CH3:51])[CH:27]=5)[C:19]=4[CH:20]=[O:21])[C:16](=[O:17])[C:9]3=[CH:8][C:7]=2[CH2:6][CH2:5]1. (2) The reactants are [C:1]([C:5]1[CH:10]=[C:9]([C:11]([F:14])([F:13])[F:12])[C:8]([N+:15]([O-])=O)=[CH:7][C:6]=1[O:18][CH3:19])([CH3:4])([CH3:3])[CH3:2].C([O-])=O.[NH4+]. The catalyst is CCO.[Pd]. The product is [C:1]([C:5]1[CH:10]=[C:9]([C:11]([F:14])([F:12])[F:13])[C:8]([NH2:15])=[CH:7][C:6]=1[O:18][CH3:19])([CH3:4])([CH3:2])[CH3:3]. The yield is 0.950. (3) The reactants are Br[C:2]1[CH:3]=[C:4]([S:8]([NH:11][C:12]2[CH:21]=[CH:20][C:15]([C:16]([O:18][CH3:19])=[O:17])=[C:14]([OH:22])[CH:13]=2)(=[O:10])=[O:9])[CH:5]=[CH:6][CH:7]=1.[C:23]([C:26]1[S:30][C:29](B(O)O)=[CH:28][CH:27]=1)(=[O:25])[CH3:24]. No catalyst specified. The product is [C:23]([C:26]1[S:30][C:29]([C:2]2[CH:3]=[C:4]([S:8]([NH:11][C:12]3[CH:21]=[CH:20][C:15]([C:16]([O:18][CH3:19])=[O:17])=[C:14]([OH:22])[CH:13]=3)(=[O:10])=[O:9])[CH:5]=[CH:6][CH:7]=2)=[CH:28][CH:27]=1)(=[O:25])[CH3:24]. The yield is 0.660. (4) The reactants are [Br:1][C:2]1[NH:6][CH:5]=[C:4]([C:7]([O:9][CH3:10])=[O:8])[C:3]=1[CH2:11][CH2:12][CH3:13].[H-].[Na+].[C:16]1([S:22](Cl)(=[O:24])=[O:23])[CH:21]=[CH:20][CH:19]=[CH:18][CH:17]=1. No catalyst specified. The product is [Br:1][C:2]1[N:6]([S:22]([C:16]2[CH:21]=[CH:20][CH:19]=[CH:18][CH:17]=2)(=[O:24])=[O:23])[CH:5]=[C:4]([C:7]([O:9][CH3:10])=[O:8])[C:3]=1[CH2:11][CH2:12][CH3:13]. The yield is 0.850. (5) The reactants are [C:1]([C:4]1[CH:9]=[CH:8][CH:7]=[CH:6][CH:5]=1)(=O)[CH3:2].Cl.[N+:11]([C:14]1[CH:22]=[CH:21][C:17]([CH2:18][O:19][NH2:20])=[CH:16][CH:15]=1)([O-:13])=[O:12]. No catalyst specified. The product is [N+:11]([C:14]1[CH:15]=[CH:16][C:17]([CH2:18][O:19]/[N:20]=[C:1](/[C:4]2[CH:9]=[CH:8][CH:7]=[CH:6][CH:5]=2)\[CH3:2])=[CH:21][CH:22]=1)([O-:13])=[O:12]. The yield is 0.770. (6) The reactants are [Cl:1][C:2]1[C:7]([CH:8]([CH3:10])[CH3:9])=[CH:6][C:5]([NH:11][CH2:12][C:13]([N:15]2[CH2:20][CH2:19][N:18]([CH:21]3[CH2:24][N:23]([C:25]([O:27]C(C)(C)C)=O)[CH2:22]3)[CH2:17][CH2:16]2)=[O:14])=[C:4]([O:32][CH3:33])[CH:3]=1.[C:34](O)(=O)[CH:35]=C.F[P-](F)(F)(F)(F)F.N1(O[P+](N(C)C)(N(C)C)N(C)C)C2C=CC=CC=2N=N1.CCN(C(C)C)C(C)C. The catalyst is Cl.CO.CN(C=O)C. The product is [Cl:1][C:2]1[C:7]([CH:8]([CH3:9])[CH3:10])=[CH:6][C:5]([NH:11][CH2:12][C:13]([N:15]2[CH2:16][CH2:17][N:18]([CH:21]3[CH2:24][N:23]([C:25](=[O:27])[CH:34]=[CH2:35])[CH2:22]3)[CH2:19][CH2:20]2)=[O:14])=[C:4]([O:32][CH3:33])[CH:3]=1. The yield is 0.850. (7) The reactants are [CH3:1][C:2]1[CH:7]=[C:6]([C:8]([F:11])([F:10])[F:9])[C:5]([N+:12]([O-:14])=[O:13])=[CH:4][C:3]=1[N+:15]([O-:17])=[O:16].C[C:19]([N:21]([CH3:23])[CH3:22])=O. The catalyst is CN(C=O)C. The product is [N+:15]([C:3]1[CH:4]=[C:5]([N+:12]([O-:14])=[O:13])[C:6]([C:8]([F:10])([F:11])[F:9])=[CH:7][C:2]=1/[CH:1]=[CH:19]/[N:21]([CH3:23])[CH3:22])([O-:17])=[O:16]. The yield is 0.860. (8) The reactants are [C:1]([O:5][C:6]([N:8]1[CH2:11][C:10](=O)[CH2:9]1)=[O:7])([CH3:4])([CH3:3])[CH3:2].Cl.[F:14][CH:15]1[CH2:18][NH:17][CH2:16]1.COC(OC)OC.C(O)(=O)C.C(O[BH-](OC(=O)C)OC(=O)C)(=O)C.[Na+]. The catalyst is ClCCCl. The product is [C:1]([O:5][C:6]([N:8]1[CH2:11][CH:10]([N:17]2[CH2:18][CH:15]([F:14])[CH2:16]2)[CH2:9]1)=[O:7])([CH3:4])([CH3:3])[CH3:2]. The yield is 0.590. (9) The reactants are [CH3:1][C:2]([O:5][C:6]([NH:8][C@H:9]([C:14]([OH:16])=O)[C@H:10]([CH2:12][CH3:13])[CH3:11])=[O:7])([CH3:4])[CH3:3].C(N1C=CN=C1)(N1C=CN=C1)=O.Cl.[CH3:30][NH:31][O:32][CH3:33].CCN(C(C)C)C(C)C. The catalyst is C1COCC1.CN(C=O)C. The product is [CH3:4][C:2]([O:5][C:6]([NH:8][C@H:9]([C:14]([N:31]([CH3:30])[O:32][CH3:33])=[O:16])[C@H:10]([CH2:12][CH3:13])[CH3:11])=[O:7])([CH3:1])[CH3:3]. The yield is 0.740.